Predict the product of the given reaction. From a dataset of Forward reaction prediction with 1.9M reactions from USPTO patents (1976-2016). (1) Given the reactants [Cl:1][C:2]1[C:3]([N:9]=[C:10]=S)=[N:4][CH:5]=[C:6]([Cl:8])[CH:7]=1.CCN(CC)CC.Cl.Cl.[NH2:21][CH2:22][C@@:23]1([OH:31])[CH:28]2[CH2:29][CH2:30][N:25]([CH2:26][CH2:27]2)[CH2:24]1.C(N=C=NC(C)C)(C)C, predict the reaction product. The product is: [Cl:1][C:2]1[C:3]([NH:9][C:10]2[O:31][C@:23]3([CH2:22][N:21]=2)[CH:28]2[CH2:29][CH2:30][N:25]([CH2:26][CH2:27]2)[CH2:24]3)=[N:4][CH:5]=[C:6]([Cl:8])[CH:7]=1. (2) Given the reactants C(N(CC)CC)C.CN(C)CCCN=C=NCC.ON1C2C=CC=CC=2N=N1.[NH:29]([C:46]([O:48][CH2:49][C:50]1[CH:55]=[CH:54][CH:53]=[CH:52][CH:51]=1)=[O:47])[C@H:30]([C:38]([NH:40][C@H:41]([C:43]([OH:45])=O)[CH3:42])=[O:39])[CH2:31][C:32]1[CH:37]=[CH:36][CH:35]=[CH:34][CH:33]=1.[CH:56]1[C:64]2[C:63]3[CH2:65][CH2:66][CH2:67][CH2:68][CH2:69][C:62]=3[O:61][C:60]=2[CH:59]=[CH:58][C:57]=1[NH2:70], predict the reaction product. The product is: [CH2:49]([O:48][C:46]([NH:29][C@H:30]([C:38]([NH:40][C@H:41]([C:43]([NH:70][C:57]1[CH:58]=[CH:59][C:60]2[O:61][C:62]3[CH2:69][CH2:68][CH2:67][CH2:66][CH2:65][C:63]=3[C:64]=2[CH:56]=1)=[O:45])[CH3:42])=[O:39])[CH2:31][C:32]1[CH:33]=[CH:34][CH:35]=[CH:36][CH:37]=1)=[O:47])[C:50]1[CH:51]=[CH:52][CH:53]=[CH:54][CH:55]=1. (3) Given the reactants [CH2:1]([N:8]1[CH2:13][CH2:12][N:11]([C:14]([C:16]2[CH:20]=[C:19]([CH3:21])[N:18]([C:22]3[CH:27]=[CH:26][CH:25]=[CH:24][CH:23]=3)[C:17]=2[C:28]2[CH:33]=[CH:32][CH:31]=[CH:30][CH:29]=2)=[O:15])[CH:10]([CH2:34][CH2:35][N:36]([CH:44]([CH3:46])[CH3:45])[C:37](=[O:43])[CH2:38][CH2:39][C:40]([OH:42])=O)[CH2:9]1)[C:2]1[CH:7]=[CH:6][CH:5]=[CH:4][CH:3]=1.CC[N:49]=C=NCCCN(C)C.Cl.C(=O)(O)[O-].[Na+], predict the reaction product. The product is: [CH2:1]([N:8]1[CH2:13][CH2:12][N:11]([C:14]([C:16]2[CH:20]=[C:19]([CH3:21])[N:18]([C:22]3[CH:27]=[CH:26][CH:25]=[CH:24][CH:23]=3)[C:17]=2[C:28]2[CH:33]=[CH:32][CH:31]=[CH:30][CH:29]=2)=[O:15])[CH:10]([CH2:34][CH2:35][N:36]([CH:44]([CH3:46])[CH3:45])[C:37](=[O:43])[CH2:38][CH2:39][C:40]([NH2:49])=[O:42])[CH2:9]1)[C:2]1[CH:3]=[CH:4][CH:5]=[CH:6][CH:7]=1. (4) Given the reactants [CH2:1]([N:4]1[CH2:7][CH:6]([C:8]2[CH:13]=[CH:12][C:11]([NH2:14])=[CH:10][CH:9]=2)[CH2:5]1)[CH2:2][CH3:3].[F:15][C:16]([F:30])([F:29])[CH:17]([C:19]1[CH:24]=[CH:23][C:22]([S:25](Cl)(=[O:27])=[O:26])=[CH:21][CH:20]=1)[CH3:18], predict the reaction product. The product is: [CH2:1]([N:4]1[CH2:5][CH:6]([C:8]2[CH:9]=[CH:10][C:11]([NH:14][S:25]([C:22]3[CH:21]=[CH:20][C:19]([CH:17]([CH3:18])[C:16]([F:15])([F:29])[F:30])=[CH:24][CH:23]=3)(=[O:27])=[O:26])=[CH:12][CH:13]=2)[CH2:7]1)[CH2:2][CH3:3]. (5) Given the reactants [Cl:1][C:2]1[CH:3]=[CH:4][C:5]2[N:6]([CH:8]=[CH:9][N:10]=2)[N:7]=1.C1C(=O)N([I:18])C(=O)C1, predict the reaction product. The product is: [Cl:1][C:2]1[CH:3]=[CH:4][C:5]2[N:6]([C:8]([I:18])=[CH:9][N:10]=2)[N:7]=1. (6) Given the reactants [Cl:1][C:2]1[N:10]([C:11]2[CH:16]=[CH:15][C:14]([C:17]3[N:18]=[C:19]([NH:22]C(=O)C)[S:20][CH:21]=3)=[CH:13][CH:12]=2)[C:9]2[C:8](=[O:26])[N:7]([C:27]3[CH:32]=[CH:31][CH:30]=[C:29]([O:33][CH3:34])[CH:28]=3)[C:6](=[O:35])[NH:5][C:4]=2[CH:3]=1.Cl, predict the reaction product. The product is: [ClH:1].[NH2:22][C:19]1[S:20][CH:21]=[C:17]([C:14]2[CH:13]=[CH:12][C:11]([N:10]3[C:9]4[C:8](=[O:26])[N:7]([C:27]5[CH:32]=[CH:31][CH:30]=[C:29]([O:33][CH3:34])[CH:28]=5)[C:6](=[O:35])[NH:5][C:4]=4[CH:3]=[C:2]3[Cl:1])=[CH:16][CH:15]=2)[N:18]=1. (7) Given the reactants [C:1]1([C:7]2[N:11]([C:12]3[CH:17]=[CH:16][CH:15]=[CH:14][C:13]=3[F:18])[N:10]=[N:9][C:8]=2[C:19]([OH:21])=O)[CH:6]=[CH:5][CH:4]=[CH:3][CH:2]=1.[NH2:22][C:23](=[N:40]O)[C:24]1[CH:29]=[CH:28][C:27]([CH2:30][CH2:31][C:32]([O:34][C:35]([CH3:38])([CH3:37])[CH3:36])=[O:33])=[CH:26][C:25]=1[CH3:39], predict the reaction product. The product is: [F:18][C:13]1[CH:14]=[CH:15][CH:16]=[CH:17][C:12]=1[N:11]1[C:7]([C:1]2[CH:2]=[CH:3][CH:4]=[CH:5][CH:6]=2)=[C:8]([C:19]2[O:21][N:40]=[C:23]([C:24]3[CH:29]=[CH:28][C:27]([CH2:30][CH2:31][C:32]([O:34][C:35]([CH3:37])([CH3:36])[CH3:38])=[O:33])=[CH:26][C:25]=3[CH3:39])[N:22]=2)[N:9]=[N:10]1. (8) Given the reactants [OH:1][CH2:2][CH:3]1[O:8][CH2:7][CH2:6][N:5]([C:9]([O:11][C:12]([CH3:15])([CH3:14])[CH3:13])=[O:10])[CH2:4]1.C(N(C(C)C)C(C)C)C.[CH3:25][S:26]([O:29]S(C)(=O)=O)(=O)=[O:27].[C:34]([O-])(O)=[O:35].[Na+], predict the reaction product. The product is: [CH3:25][S:26]([O:1][CH2:2][C:3]1([CH2:34][OH:35])[O:8][CH2:7][CH2:6][N:5]([C:9]([O:11][C:12]([CH3:15])([CH3:14])[CH3:13])=[O:10])[CH2:4]1)(=[O:29])=[O:27]. (9) Given the reactants [F:1][C:2]1[CH:23]=[C:22]([F:24])[CH:21]=[CH:20][C:3]=1[O:4][CH:5]1[CH2:10][CH2:9][N:8]([CH2:11][CH2:12][CH:13]2[CH2:18][CH2:17][CH:16]([NH2:19])[CH2:15][CH2:14]2)[CH2:7][CH2:6]1.FC(F)(F)C(O)=O.[N:32]1[C:41]2[C:36](=[CH:37][CH:38]=[CH:39][CH:40]=2)[C:35]([C:42](O)=[O:43])=[CH:34][CH:33]=1, predict the reaction product. The product is: [F:1][C:2]1[CH:23]=[C:22]([F:24])[CH:21]=[CH:20][C:3]=1[O:4][CH:5]1[CH2:10][CH2:9][N:8]([CH2:11][CH2:12][C@H:13]2[CH2:14][CH2:15][C@H:16]([NH:19][C:42]([C:35]3[C:36]4[C:41](=[CH:40][CH:39]=[CH:38][CH:37]=4)[N:32]=[CH:33][CH:34]=3)=[O:43])[CH2:17][CH2:18]2)[CH2:7][CH2:6]1.